The task is: Predict which catalyst facilitates the given reaction.. This data is from Catalyst prediction with 721,799 reactions and 888 catalyst types from USPTO. Reactant: [H-].[Al+3].[Li+].[H-].[H-].[H-].[Cl:7][C:8]1[CH:19]=[C:18]([O:20][CH:21]([CH3:23])[CH3:22])[CH:17]=[CH:16][C:9]=1[C:10](OC(C)C)=[O:11].O.[OH-].[Na+]. Product: [Cl:7][C:8]1[CH:19]=[C:18]([O:20][CH:21]([CH3:23])[CH3:22])[CH:17]=[CH:16][C:9]=1[CH2:10][OH:11]. The catalyst class is: 28.